From a dataset of Full USPTO retrosynthesis dataset with 1.9M reactions from patents (1976-2016). Predict the reactants needed to synthesize the given product. (1) The reactants are: C[C:2](C)(C)[C@H:3]([NH:8][C:9]([N:11]1[C:19]2[CH2:18][CH2:17][N:16]([CH3:20])[CH2:15][C:14]=2[C:13]([C:21]2[CH:26]=[C:25]([F:27])[C:24]([F:28])=[CH:23][C:22]=2F)=[N:12]1)=[O:10])[C:4](NC)=O.F[C:33]1C=C(C2C3CN(C(OC(C)(C)C)=O)CCC=3NN=2)C=CC=1F.C(N)(C)(C)C. Given the product [C:3]([NH:8][C:9]([N:11]1[C:19]2[CH2:18][CH2:17][N:16]([CH3:20])[CH2:15][C:14]=2[C:13]([C:21]2[CH:22]=[CH:23][C:24]([F:28])=[C:25]([F:27])[CH:26]=2)=[N:12]1)=[O:10])([CH3:33])([CH3:4])[CH3:2], predict the reactants needed to synthesize it. (2) Given the product [CH3:48][S:49]([NH:52][C:31](=[O:32])[CH2:30][N:25]1[C:26]2[C:22](=[C:21]([C:18]3[N:17]=[C:16]([C:5]4[CH:6]=[CH:7][C:8]([O:9][C@@H:10]([CH3:15])[C:11]([F:12])([F:13])[F:14])=[C:3]([C:2]([F:34])([F:1])[F:35])[CH:4]=4)[O:20][N:19]=3)[CH:29]=[CH:28][CH:27]=2)[CH:23]=[CH:24]1)(=[O:51])=[O:50], predict the reactants needed to synthesize it. The reactants are: [F:1][C:2]([F:35])([F:34])[C:3]1[CH:4]=[C:5]([C:16]2[O:20][N:19]=[C:18]([C:21]3[CH:29]=[CH:28][CH:27]=[C:26]4[C:22]=3[CH:23]=[CH:24][N:25]4[CH2:30][C:31](O)=[O:32])[N:17]=2)[CH:6]=[CH:7][C:8]=1[O:9][C@@H:10]([CH3:15])[C:11]([F:14])([F:13])[F:12].C1N=CN(C(N2C=NC=C2)=O)C=1.[CH3:48][S:49]([NH2:52])(=[O:51])=[O:50].O. (3) Given the product [N:1]1[CH:2]=[CH:3][N:4]2[CH:9]=[CH:8][C:7]([CH:10]=[O:11])=[CH:6][C:5]=12, predict the reactants needed to synthesize it. The reactants are: [N:1]1[CH:2]=[CH:3][N:4]2[CH:9]=[CH:8][C:7]([CH2:10][OH:11])=[CH:6][C:5]=12. (4) The reactants are: [Cl:1][C:2]1[CH:7]=[CH:6][C:5]([C:8]2([CH3:39])[C:12]([C:14]3[CH:19]=[CH:18][C:17]([Cl:20])=[CH:16][CH:15]=3)([CH3:13])[N:11]([C:21](Cl)=[O:22])[C:10]([C:24]3[CH:29]=[CH:28][C:27]([C:30]([CH3:35])([CH3:34])[C:31](=[O:33])[CH3:32])=[CH:26][C:25]=3[O:36][CH2:37][CH3:38])=[N:9]2)=[CH:4][CH:3]=1.Cl.Cl.[O:42]=[S:43]1(=[O:55])[CH2:48][CH2:47][CH:46]([N:49]2[CH2:54][CH2:53][NH:52][CH2:51][CH2:50]2)[CH2:45][CH2:44]1. Given the product [Cl:1][C:2]1[CH:7]=[CH:6][C:5]([C@@:8]2([CH3:39])[C@:12]([C:14]3[CH:15]=[CH:16][C:17]([Cl:20])=[CH:18][CH:19]=3)([CH3:13])[N:11]([C:21]([N:52]3[CH2:53][CH2:54][N:49]([CH:46]4[CH2:45][CH2:44][S:43](=[O:42])(=[O:55])[CH2:48][CH2:47]4)[CH2:50][CH2:51]3)=[O:22])[C:10]([C:24]3[CH:29]=[CH:28][C:27]([C:30]([CH3:35])([CH3:34])[C:31](=[O:33])[CH3:32])=[CH:26][C:25]=3[O:36][CH2:37][CH3:38])=[N:9]2)=[CH:4][CH:3]=1, predict the reactants needed to synthesize it. (5) Given the product [NH4+:15].[OH-:4].[N:22]1[C:23]([N:27]2[CH2:32][CH2:31][N:30]3[N:33]=[C:34]([CH2:36][O:37][C:38]4[CH:43]=[CH:42][CH:41]=[CH:40][CH:39]=4)[CH:35]=[C:29]3[C:28]2=[O:44])=[CH:24][CH:25]=[CH:26][C:21]=1[CH:18]1[CH2:19][CH2:20][NH:15][CH2:16][CH2:17]1, predict the reactants needed to synthesize it. The reactants are: FC(F)(F)C(O)=[O:4].C(OC([N:15]1[CH2:20][CH2:19][CH:18]([C:21]2[CH:26]=[CH:25][CH:24]=[C:23]([N:27]3[CH2:32][CH2:31][N:30]4[N:33]=[C:34]([CH2:36][O:37][C:38]5[CH:43]=[CH:42][CH:41]=[CH:40][CH:39]=5)[CH:35]=[C:29]4[C:28]3=[O:44])[N:22]=2)[CH2:17][CH2:16]1)=O)(C)(C)C.C([O-])([O-])=O.[Na+].[Na+].C(#N)C. (6) The reactants are: Cl[C:2]1[N:3]=[N:4][C:5]([Cl:21])=[C:6]([NH:8][C:9]2[CH:14]=[CH:13][CH:12]=[CH:11][C:10]=2[S:15]([CH:18]([CH3:20])[CH3:19])(=[O:17])=[O:16])[N:7]=1.[CH3:22][P:23]([C:26]1[CH:32]=[CH:31][C:29]([NH2:30])=[C:28]([CH3:33])[CH:27]=1)([CH3:25])=[O:24].C12(CS(O)(=O)=O)C(C)(C)C(CC1)CC2=O. Given the product [Cl:21][C:5]1[N:4]=[N:3][C:2]([NH:30][C:29]2[CH:31]=[CH:32][C:26]([P:23]([CH3:25])([CH3:22])=[O:24])=[CH:27][C:28]=2[CH3:33])=[N:7][C:6]=1[NH:8][C:9]1[CH:14]=[CH:13][CH:12]=[CH:11][C:10]=1[S:15]([CH:18]([CH3:20])[CH3:19])(=[O:17])=[O:16], predict the reactants needed to synthesize it. (7) Given the product [CH3:5][CH:4]([CH3:6])[C@H:3]([NH:7][C:8]([O:9][C:10]([CH3:12])([CH3:11])[CH3:13])=[O:14])[CH2:2][NH:1][C:28](=[O:29])[C:27]1[CH:31]=[CH:32][C:24]([C:22]#[N:23])=[CH:25][CH:26]=1, predict the reactants needed to synthesize it. The reactants are: [NH2:1][CH2:2][C@@H:3]([NH:7][C:8](=[O:14])[O:9][C:10]([CH3:13])([CH3:12])[CH3:11])[CH:4]([CH3:6])[CH3:5].C(N(CC)CC)C.[C:22]([C:24]1[CH:32]=[CH:31][C:27]([C:28](Cl)=[O:29])=[CH:26][CH:25]=1)#[N:23]. (8) Given the product [CH2:1]([O:3][CH2:4][CH2:5][O:6][C:7]1[CH:8]=[CH:9][C:10]([C:13]2[CH:14]=[CH:15][C:16]([S:19]([C:22]3([C:28]([NH:30][OH:31])=[O:29])[CH2:23][CH2:24][O:25][CH2:26][CH2:27]3)(=[O:20])=[O:21])=[CH:17][CH:18]=2)=[CH:11][CH:12]=1)[CH3:2], predict the reactants needed to synthesize it. The reactants are: [CH2:1]([O:3][CH2:4][CH2:5][O:6][C:7]1[CH:12]=[CH:11][C:10]([C:13]2[CH:18]=[CH:17][C:16]([S:19]([C:22]3([C:28]([NH:30][O:31]C4CCCCO4)=[O:29])[CH2:27][CH2:26][O:25][CH2:24][CH2:23]3)(=[O:21])=[O:20])=[CH:15][CH:14]=2)=[CH:9][CH:8]=1)[CH3:2].Cl.CCOCC. (9) The reactants are: F[C:2]1[CH:7]=[C:6]([O:8][CH2:9][CH2:10][CH2:11][N:12]([CH2:15][CH3:16])[CH2:13][CH3:14])[CH:5]=[CH:4][C:3]=1[N+:17]([O-:19])=[O:18].C(=O)([O-])[O-].[NH4+:24].[NH4+].CCOC(C)=O. Given the product [N+:17]([C:3]1[CH:4]=[CH:5][C:6]([O:8][CH2:9][CH2:10][CH2:11][N:12]([CH2:15][CH3:16])[CH2:13][CH3:14])=[CH:7][C:2]=1[NH2:24])([O-:19])=[O:18], predict the reactants needed to synthesize it. (10) Given the product [C:22]([CH:24]([C:30]1[CH:35]=[CH:34][C:33]([O:14][CH2:13][C:10]2[CH:9]=[CH:8][C:7]([O:6][CH2:5]/[C:4](/[C:15]3[CH:16]=[CH:17][C:18]([F:21])=[CH:19][CH:20]=3)=[N:3]\[O:2][CH3:1])=[CH:12][CH:11]=2)=[CH:32][CH:31]=1)[CH2:25][C:26]([OH:28])=[O:27])#[N:23], predict the reactants needed to synthesize it. The reactants are: [CH3:1][O:2]/[N:3]=[C:4](/[C:15]1[CH:20]=[CH:19][C:18]([F:21])=[CH:17][CH:16]=1)\[CH2:5][O:6][C:7]1[CH:12]=[CH:11][C:10]([CH2:13][OH:14])=[CH:9][CH:8]=1.[C:22]([CH:24]([C:30]1[CH:35]=[CH:34][C:33](O)=[CH:32][CH:31]=1)[CH2:25][C:26]([O:28]C)=[O:27])#[N:23].